Dataset: Catalyst prediction with 721,799 reactions and 888 catalyst types from USPTO. Task: Predict which catalyst facilitates the given reaction. (1) Reactant: [CH:1]([O:4][C:5]([N:7]1[CH2:12][CH2:11][CH:10]([CH2:13][O:14]S(C)(=O)=O)[CH2:9][CH2:8]1)=[O:6])([CH3:3])[CH3:2].[Br:19][C:20]1[CH:25]=[CH:24][C:23](O)=[CH:22][CH:21]=1.C(=O)([O-])[O-].[K+].[K+]. Product: [CH:1]([O:4][C:5]([N:7]1[CH2:12][CH2:11][CH:10]([CH2:13][O:14][C:23]2[CH:24]=[CH:25][C:20]([Br:19])=[CH:21][CH:22]=2)[CH2:9][CH2:8]1)=[O:6])([CH3:3])[CH3:2]. The catalyst class is: 3. (2) Reactant: [NH2:1][C:2]1[CH:3]=[C:4]2[C:9](=[CH:10][CH:11]=1)[C:8](=[O:12])[NH:7][C:6](=[O:13])/[C:5]/2=[CH:14]\[NH:15][C:16]1[CH:21]=[CH:20][C:19]([N:22]2[CH2:27][CH2:26][N:25]([CH3:28])[CH2:24][CH2:23]2)=[CH:18][CH:17]=1.Cl[C:30]([O:32][C:33]1[CH:38]=[CH:37][C:36]([N+:39]([O-:41])=[O:40])=[CH:35][CH:34]=1)=[O:31]. Product: [N+:39]([C:36]1[CH:35]=[CH:34][C:33]([O:32][C:30](=[O:31])[NH:1][C:2]2[CH:3]=[C:4]3[C:9](=[CH:10][CH:11]=2)[C:8](=[O:12])[NH:7][C:6](=[O:13])[C:5]3=[CH:14][NH:15][C:16]2[CH:17]=[CH:18][C:19]([N:22]3[CH2:23][CH2:24][N:25]([CH3:28])[CH2:26][CH2:27]3)=[CH:20][CH:21]=2)=[CH:38][CH:37]=1)([O-:41])=[O:40]. The catalyst class is: 80. (3) Reactant: C(N(CC)CC)C.[S:8](Cl)([CH3:11])(=[O:10])=[O:9].[OH:13][CH2:14][C@@H:15]1[CH2:18][C@H:17]([CH2:19][C:20]([O:22][C:23]([CH3:26])([CH3:25])[CH3:24])=[O:21])[C:16]1([CH3:28])[CH3:27]. Product: [CH3:11][S:8]([O:13][CH2:14][C@@H:15]1[CH2:18][C@H:17]([CH2:19][C:20]([O:22][C:23]([CH3:26])([CH3:25])[CH3:24])=[O:21])[C:16]1([CH3:28])[CH3:27])(=[O:10])=[O:9]. The catalyst class is: 4. (4) Product: [Br:1][C:2]1[CH:3]=[CH:4][C:5]([N:8]2[CH:12]=[C:11]([CH2:13][CH2:14][CH2:15][O:16][C:22]3[C:27]([CH3:28])=[CH:26][CH:25]=[CH:24][C:23]=3[CH2:29][C:30]([OH:32])=[O:31])[C:10]([C:17]([CH3:20])([CH3:19])[CH3:18])=[N:9]2)=[N:6][CH:7]=1. The catalyst class is: 7. Reactant: [Br:1][C:2]1[CH:3]=[CH:4][C:5]([N:8]2[CH:12]=[C:11]([CH2:13][CH2:14][CH2:15][OH:16])[C:10]([C:17]([CH3:20])([CH3:19])[CH3:18])=[N:9]2)=[N:6][CH:7]=1.O[C:22]1[C:27]([CH3:28])=[CH:26][CH:25]=[CH:24][C:23]=1[CH2:29][C:30]([O:32]C)=[O:31].C(P(CCCC)CCCC)CCC.N(C(N1CCCCC1)=O)=NC(N1CCCCC1)=O. (5) Reactant: [Cl:1][C:2]1[CH:18]=[CH:17][C:5]2[CH2:6][CH2:7][N:8]([C:11](=[O:16])[C:12]([F:15])([F:14])[F:13])[CH2:9][CH2:10][C:4]=2[C:3]=1OS(C(F)(F)F)(=O)=O.[NH2:27][CH2:28][C:29]1[CH:37]=[CH:36][C:32]2[CH:33]=[CH:34][O:35][C:31]=2[CH:30]=1.C1C=CC(P(C2C(C3C(P(C4C=CC=CC=4)C4C=CC=CC=4)=CC=C4C=3C=CC=C4)=C3C(C=CC=C3)=CC=2)C2C=CC=CC=2)=CC=1.C(=O)([O-])[O-].[Cs+].[Cs+]. Product: [O:35]1[C:31]2[CH:30]=[C:29]([CH2:28][NH:27][C:3]3[C:4]4[CH2:10][CH2:9][N:8]([C:11](=[O:16])[C:12]([F:15])([F:14])[F:13])[CH2:7][CH2:6][C:5]=4[CH:17]=[CH:18][C:2]=3[Cl:1])[CH:37]=[CH:36][C:32]=2[CH:33]=[CH:34]1. The catalyst class is: 110. (6) Reactant: [O:1]=[C:2]1[C:7]([C:8]([O:10][CH2:11][CH3:12])=[O:9])=[CH:6][NH:5][C:4](=[S:13])[NH:3]1.[Cl:14][C:15]1[CH:20]=[CH:19][C:18]([O:21][C:22]2[CH:27]=[CH:26][C:25]([CH2:28]Cl)=[CH:24][CH:23]=2)=[CH:17][C:16]=1[C:30]([F:33])([F:32])[F:31].C([O-])([O-])=O.[K+].[K+].O. Product: [Cl:14][C:15]1[CH:20]=[CH:19][C:18]([O:21][C:22]2[CH:23]=[CH:24][C:25]([CH2:28][S:13][C:4]3[NH:5][CH:6]=[C:7]([C:8]([O:10][CH2:11][CH3:12])=[O:9])[C:2](=[O:1])[N:3]=3)=[CH:26][CH:27]=2)=[CH:17][C:16]=1[C:30]([F:31])([F:32])[F:33]. The catalyst class is: 3. (7) Reactant: [H-].[Na+].[CH2:3]([OH:10])[C:4]1[CH:9]=[CH:8][CH:7]=[CH:6][CH:5]=1.[Br:11][C:12]1[CH:17]=[C:16](F)[C:15]([C:19]2[S:23][C:22]([NH2:24])=[N:21][N:20]=2)=[C:14]([F:25])[CH:13]=1. Product: [CH2:3]([O:10][C:16]1[CH:17]=[C:12]([Br:11])[CH:13]=[C:14]([F:25])[C:15]=1[C:19]1[S:23][C:22]([NH2:24])=[N:21][N:20]=1)[C:4]1[CH:9]=[CH:8][CH:7]=[CH:6][CH:5]=1. The catalyst class is: 1. (8) Reactant: [C:1]([C:3]1[CH:4]=[C:5]2[C:10](=[CH:11][C:12]=1[O-:13])[N:9]=[CH:8][CH:7]=[C:6]2[O:14][C:15]1[CH:20]=[CH:19][C:18]([NH:21][C:22]([NH:24][C:25]2[CH:30]=[CH:29][C:28]([O:31][CH3:32])=[CH:27][CH:26]=2)=[O:23])=[CH:17][CH:16]=1)#[N:2].[Na+].C(=O)([O-])[O-].[K+].[K+].Cl[CH2:41][CH2:42][CH2:43][N:44]1[CH2:49][CH2:48][O:47][CH2:46][CH2:45]1. Product: [C:1]([C:3]1[CH:4]=[C:5]2[C:10](=[CH:11][C:12]=1[O:13][CH2:41][CH2:42][CH2:43][N:44]1[CH2:49][CH2:48][O:47][CH2:46][CH2:45]1)[N:9]=[CH:8][CH:7]=[C:6]2[O:14][C:15]1[CH:20]=[CH:19][C:18]([NH:21][C:22]([NH:24][C:25]2[CH:26]=[CH:27][C:28]([O:31][CH3:32])=[CH:29][CH:30]=2)=[O:23])=[CH:17][CH:16]=1)#[N:2]. The catalyst class is: 391. (9) Reactant: C([O:3][C:4](=[O:27])[C:5]([CH3:26])([CH3:25])[CH2:6][C:7]1[N:15]([CH2:16][C:17]2[CH:22]=[CH:21][C:20]([Cl:23])=[CH:19][CH:18]=2)[C:14]2[C:9](=[N:10][C:11]([Cl:24])=[CH:12][CH:13]=2)[CH:8]=1)C.CO.[Li+].[OH-].C(O)(=O)CC(CC(O)=O)(C(O)=O)O. Product: [Cl:24][C:11]1[N:10]=[C:9]2[CH:8]=[C:7]([CH2:6][C:5]([CH3:26])([CH3:25])[C:4]([OH:27])=[O:3])[N:15]([CH2:16][C:17]3[CH:18]=[CH:19][C:20]([Cl:23])=[CH:21][CH:22]=3)[C:14]2=[CH:13][CH:12]=1. The catalyst class is: 387. (10) Reactant: [NH2:1][C:2]1[N:6]([CH:7]2[CH2:12][CH2:11][O:10][CH2:9][CH2:8]2)[N:5]=[CH:4][C:3]=1[C:13]([NH2:15])=[O:14].C(N(CC)CC)C.[Br:23][CH:24]([CH3:28])[C:25](Br)=[O:26]. Product: [Br:23][CH:24]([CH3:28])[C:25]([NH:1][C:2]1[N:6]([CH:7]2[CH2:12][CH2:11][O:10][CH2:9][CH2:8]2)[N:5]=[CH:4][C:3]=1[C:13]([NH2:15])=[O:14])=[O:26]. The catalyst class is: 3.